From a dataset of Reaction yield outcomes from USPTO patents with 853,638 reactions. Predict the reaction yield, written as a fraction of the theoretical maximum amount of product (1.0 means a 100% yield; for example, 0.34 means a 34% yield). The reactants are [NH2:1][C:2]1[S:3][CH:4]=[C:5]([C:7]2[CH:12]=[CH:11][C:10]([Cl:13])=[CH:9][CH:8]=2)[N:6]=1.[C:14]1([C:20]2[O:24][N:23]=[CH:22][C:21]=2[CH2:25][C:26](O)=[O:27])[CH:19]=[CH:18][CH:17]=[CH:16][CH:15]=1.O.ON1C2C=CC=CC=2N=N1.Cl.C(N=C=NCCCN(C)C)C. The catalyst is O.CN(C)C=O. The product is [Cl:13][C:10]1[CH:9]=[CH:8][C:7]([C:5]2[N:6]=[C:2]([NH:1][C:26](=[O:27])[CH2:25][C:21]3[CH:22]=[N:23][O:24][C:20]=3[C:14]3[CH:15]=[CH:16][CH:17]=[CH:18][CH:19]=3)[S:3][CH:4]=2)=[CH:12][CH:11]=1. The yield is 0.790.